Task: Predict the reactants needed to synthesize the given product.. Dataset: Full USPTO retrosynthesis dataset with 1.9M reactions from patents (1976-2016) Given the product [C:24]([O-:33])(=[O:32])[C:25]1[C:26](=[CH:28][CH:29]=[CH:30][CH:31]=1)[OH:27].[CH2:14]([N+:11]([CH2:1][CH2:2][CH2:3][CH2:4][CH2:5][CH2:6][CH2:7][CH2:8][CH2:9][CH3:10])([CH3:13])[CH3:12])[CH2:15][CH2:16][CH2:17][CH2:18][CH2:19][CH2:20][CH2:21][CH2:22][CH3:23], predict the reactants needed to synthesize it. The reactants are: [CH2:1]([N+:11]([CH2:14][CH2:15][CH2:16][CH2:17][CH2:18][CH2:19][CH2:20][CH2:21][CH2:22][CH3:23])([CH3:13])[CH3:12])[CH2:2][CH2:3][CH2:4][CH2:5][CH2:6][CH2:7][CH2:8][CH2:9][CH3:10].[C:24]([O-:33])(=[O:32])[C:25]1[C:26](=[CH:28][CH:29]=[CH:30][CH:31]=1)[OH:27].[Na+].